This data is from NCI-60 drug combinations with 297,098 pairs across 59 cell lines. The task is: Regression. Given two drug SMILES strings and cell line genomic features, predict the synergy score measuring deviation from expected non-interaction effect. (1) Drug 1: CC1C(C(CC(O1)OC2CC(CC3=C2C(=C4C(=C3O)C(=O)C5=C(C4=O)C(=CC=C5)OC)O)(C(=O)CO)O)N)O.Cl. Drug 2: CC(C)NC(=O)C1=CC=C(C=C1)CNNC.Cl. Cell line: OVCAR-4. Synergy scores: CSS=-1.48, Synergy_ZIP=2.33, Synergy_Bliss=2.88, Synergy_Loewe=0.598, Synergy_HSA=0.318. (2) Drug 1: CNC(=O)C1=CC=CC=C1SC2=CC3=C(C=C2)C(=NN3)C=CC4=CC=CC=N4. Drug 2: CC1=C(C(=CC=C1)Cl)NC(=O)C2=CN=C(S2)NC3=CC(=NC(=N3)C)N4CCN(CC4)CCO. Cell line: NCIH23. Synergy scores: CSS=8.23, Synergy_ZIP=-5.56, Synergy_Bliss=-5.78, Synergy_Loewe=-20.9, Synergy_HSA=-6.46. (3) Drug 1: CC1CCC2CC(C(=CC=CC=CC(CC(C(=O)C(C(C(=CC(C(=O)CC(OC(=O)C3CCCCN3C(=O)C(=O)C1(O2)O)C(C)CC4CCC(C(C4)OC)OCCO)C)C)O)OC)C)C)C)OC. Drug 2: CS(=O)(=O)OCCCCOS(=O)(=O)C. Cell line: CCRF-CEM. Synergy scores: CSS=46.1, Synergy_ZIP=-8.85, Synergy_Bliss=-5.77, Synergy_Loewe=0.924, Synergy_HSA=2.37. (4) Drug 2: CC1C(C(CC(O1)OC2CC(CC3=C2C(=C4C(=C3O)C(=O)C5=C(C4=O)C(=CC=C5)OC)O)(C(=O)CO)O)N)O.Cl. Cell line: CCRF-CEM. Drug 1: C1=NNC2=C1C(=O)NC=N2. Synergy scores: CSS=46.8, Synergy_ZIP=4.17, Synergy_Bliss=5.81, Synergy_Loewe=-17.7, Synergy_HSA=6.89.